Dataset: Forward reaction prediction with 1.9M reactions from USPTO patents (1976-2016). Task: Predict the product of the given reaction. (1) Given the reactants [CH3:1][O:2][C:3](=[O:25])[C@H:4]([CH2:10][CH2:11][CH2:12][CH2:13][NH:14][C:15]([O:17][CH2:18][C:19]1[CH:24]=[CH:23][CH:22]=[CH:21][CH:20]=1)=[O:16])[NH:5][CH2:6][CH:7]([CH3:9])[CH3:8].[CH3:26][C:27]1[CH:32]=[CH:31][C:30]([S:33](Cl)(=[O:35])=[O:34])=[CH:29][CH:28]=1.C(N(C(C)C)CC)(C)C.Cl, predict the reaction product. The product is: [CH3:1][O:2][C:3](=[O:25])[C@H:4]([CH2:10][CH2:11][CH2:12][CH2:13][NH:14][C:15]([O:17][CH2:18][C:19]1[CH:20]=[CH:21][CH:22]=[CH:23][CH:24]=1)=[O:16])[N:5]([CH2:6][CH:7]([CH3:9])[CH3:8])[S:33]([C:30]1[CH:31]=[CH:32][C:27]([CH3:26])=[CH:28][CH:29]=1)(=[O:35])=[O:34]. (2) Given the reactants [C:1]12([NH2:11])[CH2:10][CH:5]3[CH2:6][CH:7]([CH2:9][CH:3]([CH2:4]3)[CH2:2]1)[CH2:8]2.[OH:12][C:13]1[CH:20]=[CH:19][C:16]([CH:17]=O)=[CH:15][C:14]=1[O:21][CH3:22], predict the reaction product. The product is: [C:1]12([NH:11][CH2:17][C:16]3[CH:19]=[CH:20][C:13]([OH:12])=[C:14]([O:21][CH3:22])[CH:15]=3)[CH2:8][CH:7]3[CH2:6][CH:5]([CH2:4][CH:3]([CH2:9]3)[CH2:2]1)[CH2:10]2. (3) Given the reactants [Cl:1][C:2]1[C:7]([O:8][CH3:9])=[C:6](Cl)[N:5]=[C:4]([C:11]2[CH:16]=[CH:15][CH:14]=[CH:13][CH:12]=2)[N:3]=1.[OH-].[NH4+:18], predict the reaction product. The product is: [Cl:1][C:2]1[N:3]=[C:4]([C:11]2[CH:16]=[CH:15][CH:14]=[CH:13][CH:12]=2)[N:5]=[C:6]([NH2:18])[C:7]=1[O:8][CH3:9]. (4) Given the reactants [Li]CCCC.C(NC(C)C)(C)C.C[Si](Cl)(C)C.[C:18]1([CH:24]2[CH2:29][CH2:28][C:27](=[O:30])[CH2:26][CH2:25]2)[CH:23]=[CH:22][CH:21]=[CH:20][CH:19]=1.C1(=O)C=CC(=O)C=C1, predict the reaction product. The product is: [C:18]1([CH:24]2[CH2:29][CH2:28][C:27](=[O:30])[CH:26]=[CH:25]2)[CH:23]=[CH:22][CH:21]=[CH:20][CH:19]=1. (5) Given the reactants [Cl-].[Ce+3].[Cl-].[Cl-].[Si:5]([O:12][CH2:13][C@@H:14]1[CH:19]=[C:18]([CH3:20])[C:17](=[O:21])[CH2:16][N:15]1[C:22]([O:24][C:25]([CH3:28])([CH3:27])[CH3:26])=[O:23])([C:8]([CH3:11])([CH3:10])[CH3:9])([CH3:7])[CH3:6].[BH4-].[Na+], predict the reaction product. The product is: [Si:5]([O:12][CH2:13][C@@H:14]1[CH:19]=[C:18]([CH3:20])[C@H:17]([OH:21])[CH2:16][N:15]1[C:22]([O:24][C:25]([CH3:28])([CH3:27])[CH3:26])=[O:23])([C:8]([CH3:11])([CH3:9])[CH3:10])([CH3:7])[CH3:6]. (6) Given the reactants [F:1][C:2]1[CH:3]=[C:4]2[C:8](=[CH:9][CH:10]=1)[NH:7][C:6]([CH3:11])=[C:5]2[C:12]([OH:14])=O.[NH2:15][C:16]1[CH:17]=[CH:18][C:19]([O:24][CH2:25][C:26]([CH3:29])([CH3:28])[CH3:27])=[C:20]([CH:23]=1)[C:21]#[N:22], predict the reaction product. The product is: [C:21]([C:20]1[CH:23]=[C:16]([NH:15][C:12]([C:5]2[C:4]3[C:8](=[CH:9][CH:10]=[C:2]([F:1])[CH:3]=3)[NH:7][C:6]=2[CH3:11])=[O:14])[CH:17]=[CH:18][C:19]=1[O:24][CH2:25][C:26]([CH3:28])([CH3:27])[CH3:29])#[N:22]. (7) Given the reactants [NH2:1][C:2]1[CH:7]=[CH:6][C:5]([Cl:8])=[CH:4][C:3]=1[C:9]([C:11]1[CH:12]=[N:13][C:14]([N:17]2[CH2:22][CH2:21][O:20][CH2:19][CH2:18]2)=[CH:15][CH:16]=1)=[O:10].[C:23]([C:27]1[CH:32]=[CH:31][C:30]([S:33](Cl)(=[O:35])=[O:34])=[CH:29][CH:28]=1)([CH3:26])([CH3:25])[CH3:24], predict the reaction product. The product is: [C:23]([C:27]1[CH:32]=[CH:31][C:30]([S:33]([NH:1][C:2]2[CH:7]=[CH:6][C:5]([Cl:8])=[CH:4][C:3]=2[C:9]([C:11]2[CH:12]=[N:13][C:14]([N:17]3[CH2:22][CH2:21][O:20][CH2:19][CH2:18]3)=[CH:15][CH:16]=2)=[O:10])(=[O:35])=[O:34])=[CH:29][CH:28]=1)([CH3:26])([CH3:24])[CH3:25].